Task: Predict which catalyst facilitates the given reaction.. Dataset: Catalyst prediction with 721,799 reactions and 888 catalyst types from USPTO (1) Reactant: C[O:2][C:3]([C:5]1([CH3:19])[C:18]2[CH:17]=[CH:16][CH:15]=[CH:14][C:13]=2[O:12][C:11]2[C:6]1=[CH:7][CH:8]=[CH:9][CH:10]=2)=[O:4]. Product: [CH3:19][C:5]1([C:3]([OH:4])=[O:2])[C:6]2[CH:7]=[CH:8][CH:9]=[CH:10][C:11]=2[O:12][C:13]2[C:18]1=[CH:17][CH:16]=[CH:15][CH:14]=2. The catalyst class is: 758. (2) Reactant: [N:1]1[CH:6]=[CH:5][CH:4]=[C:3]([NH2:7])[CH:2]=1.[Br:8][C:9]1[CH:10]=[CH:11][C:12]([O:18][CH2:19][C:20]2[CH:25]=[CH:24][C:23]([F:26])=[CH:22][CH:21]=2)=[C:13]([CH:17]=1)[C:14](O)=[O:15].C(Cl)CCl.C1C=CC2N(O)N=NC=2C=1. Product: [Br:8][C:9]1[CH:10]=[CH:11][C:12]([O:18][CH2:19][C:20]2[CH:25]=[CH:24][C:23]([F:26])=[CH:22][CH:21]=2)=[C:13]([CH:17]=1)[C:14]([NH:7][C:3]1[CH:2]=[N:1][CH:6]=[CH:5][CH:4]=1)=[O:15]. The catalyst class is: 18. (3) Reactant: [Cl:1][C:2]1[C:7]([CH3:8])=[CH:6][C:5]([N+:9]([O-])=O)=[CH:4][N:3]=1.Cl[Sn]Cl. Product: [Cl:1][C:2]1[N:3]=[CH:4][C:5]([NH2:9])=[CH:6][C:7]=1[CH3:8]. The catalyst class is: 125. (4) Reactant: [CH3:1][C:2]1([CH3:19])[CH2:7][CH2:6][CH:5]([C:8]2[S:18][C:11]3[N:12]=[C:13]([CH3:17])[NH:14][C:15](=O)[C:10]=3[CH:9]=2)[CH2:4][CH2:3]1.C1(C)C=CC=CC=1.P(Cl)(Cl)([Cl:29])=O. Product: [Cl:29][C:15]1[C:10]2[CH:9]=[C:8]([CH:5]3[CH2:6][CH2:7][C:2]([CH3:19])([CH3:1])[CH2:3][CH2:4]3)[S:18][C:11]=2[N:12]=[C:13]([CH3:17])[N:14]=1. The catalyst class is: 3.